The task is: Predict the reaction yield, written as a fraction of the theoretical maximum amount of product (1.0 means a 100% yield; for example, 0.34 means a 34% yield).. This data is from Reaction yield outcomes from USPTO patents with 853,638 reactions. (1) The reactants are [C:1]([O:5][C:6]([N:8]1[CH2:17][CH2:16][C:15]2[C:10](=[C:11]([C:18](O)=[O:19])[CH:12]=[CH:13][CH:14]=2)[CH2:9]1)=[O:7])([CH3:4])([CH3:3])[CH3:2].[CH2:21]([O:23][C:24]([C:26]1([NH2:35])[CH2:34][C:33]2[C:28](=[CH:29][CH:30]=[CH:31][CH:32]=2)[CH2:27]1)=[O:25])[CH3:22].CN(C(ON1N=NC2C=CC=NC1=2)=[N+](C)C)C.F[P-](F)(F)(F)(F)F.CCN(C(C)C)C(C)C. The catalyst is CN(C=O)C. The product is [C:1]([O:5][C:6]([N:8]1[CH2:17][CH2:16][C:15]2[C:10](=[C:11]([C:18](=[O:19])[NH:35][C:26]3([C:24]([O:23][CH2:21][CH3:22])=[O:25])[CH2:34][C:33]4[C:28](=[CH:29][CH:30]=[CH:31][CH:32]=4)[CH2:27]3)[CH:12]=[CH:13][CH:14]=2)[CH2:9]1)=[O:7])([CH3:3])([CH3:4])[CH3:2]. The yield is 0.990. (2) The reactants are Br[C:2]1[CH:3]=[C:4]2[C:9](=[CH:10][CH:11]=1)[N:8]=[CH:7][NH:6][C:5]2=[O:12].[C:13]1(B(O)O)[C:22]2[C:17](=[CH:18][CH:19]=[CH:20][CH:21]=2)[CH:16]=[CH:15][CH:14]=1.C(=O)([O-])[O-].[K+].[K+].C1(P(C2C=CC=CC=2)C2C=CC=CC=2)C=CC=CC=1.C(=O)(O)[O-]. The catalyst is CN(C)C(=O)C.C(O)C.O.C1C=CC(/C=C/C(/C=C/C2C=CC=CC=2)=O)=CC=1.C1C=CC(/C=C/C(/C=C/C2C=CC=CC=2)=O)=CC=1.C1C=CC(/C=C/C(/C=C/C2C=CC=CC=2)=O)=CC=1.[Pd].[Pd].C(Cl)Cl. The product is [C:21]1([C:2]2[CH:3]=[C:4]3[C:9](=[CH:10][CH:11]=2)[N:8]=[CH:7][NH:6][C:5]3=[O:12])[C:22]2[C:17](=[CH:16][CH:15]=[CH:14][CH:13]=2)[CH:18]=[CH:19][CH:20]=1. The yield is 0.620. (3) The reactants are C[O:2][C:3]1[C:8]2[NH:9][C:10]([C:12]3[S:13][CH:14]=[CH:15][CH:16]=3)=[N:11][C:7]=2[CH:6]=[C:5]([C:17]([NH2:19])=[O:18])[CH:4]=1.B(Br)(Br)Br. No catalyst specified. The product is [OH:2][C:3]1[C:8]2[NH:9][C:10]([C:12]3[S:13][CH:14]=[CH:15][CH:16]=3)=[N:11][C:7]=2[CH:6]=[C:5]([C:17]([NH2:19])=[O:18])[CH:4]=1. The yield is 0.320. (4) The reactants are Cl[CH2:2][CH2:3][C:4]([C:6]1[CH:11]=[CH:10][CH:9]=[CH:8][CH:7]=1)=[O:5].C([O-])(=O)C.[K+].[C-:17]#[N:18].[Na+]. The catalyst is C(O)C.O. The product is [O:5]=[C:4]([C:6]1[CH:11]=[CH:10][CH:9]=[CH:8][CH:7]=1)[CH2:3][CH2:2][C:17]#[N:18]. The yield is 0.730. (5) The reactants are [Cl:1][C:2]1[CH:7]=[CH:6][C:5]([C:8]2[N:13]=[C:12]([C:14]([O:16]C)=[O:15])[CH:11]=[N:10][C:9]=2[O:18][C@@H:19]([CH3:24])[C:20]([F:23])([F:22])[F:21])=[CH:4][CH:3]=1.[Li+].[OH-].O. The catalyst is O1CCCC1. The product is [Cl:1][C:2]1[CH:7]=[CH:6][C:5]([C:8]2[N:13]=[C:12]([C:14]([OH:16])=[O:15])[CH:11]=[N:10][C:9]=2[O:18][C@@H:19]([CH3:24])[C:20]([F:22])([F:21])[F:23])=[CH:4][CH:3]=1. The yield is 1.00. (6) The reactants are [CH2:1]([OH:8])[C:2]#[C:3][CH2:4][CH2:5][CH2:6][CH3:7].C([O:12][CH:13]1[CH:18]([N:19]([CH3:21])[CH3:20])[CH2:17][CH:16]([CH3:22])[O:15][CH:14]1F)(=O)C.B(F)(F)F.CCOCC.CO. The catalyst is C(Cl)Cl. The product is [CH3:21][N:19]([CH3:20])[CH:18]1[CH2:17][CH:16]([CH3:22])[O:15][CH:14]([O:8][CH2:1][C:2]#[C:3][CH2:4][CH2:5][CH2:6][CH3:7])[CH:13]1[OH:12]. The yield is 0.580.